This data is from Catalyst prediction with 721,799 reactions and 888 catalyst types from USPTO. The task is: Predict which catalyst facilitates the given reaction. (1) Reactant: [N:1]([CH2:4][C:5]1[C:6]([C:10]2[N:14]([C:15]3[CH:20]=[CH:19][C:18]([F:21])=[C:17]([Cl:22])[CH:16]=3)[C:13](=[O:23])[O:12][N:11]=2)=[N:7][O:8][N:9]=1)=[N+]=[N-].C1(P(C2C=CC=CC=2)C2C=CC=CC=2)C=CC=CC=1. Product: [NH2:1][CH2:4][C:5]1[C:6]([C:10]2[N:14]([C:15]3[CH:20]=[CH:19][C:18]([F:21])=[C:17]([Cl:22])[CH:16]=3)[C:13](=[O:23])[O:12][N:11]=2)=[N:7][O:8][N:9]=1. The catalyst class is: 20. (2) Reactant: C[O:2][C:3](=[O:31])[CH2:4][C@H:5]([N:7]1[C:16](=[O:17])[C:15]2[C:10](=[CH:11][CH:12]=[CH:13][CH:14]=2)[N:9]([CH2:18][C:19]2[C:23]3[C:24]([CH3:29])=[CH:25][C:26]([CH3:28])=[CH:27][C:22]=3[S:21][N:20]=2)[C:8]1=[O:30])[CH3:6].[Li+].[OH-].Cl. Product: [CH3:29][C:24]1[C:23]2[C:19]([CH2:18][N:9]3[C:10]4[C:15](=[CH:14][CH:13]=[CH:12][CH:11]=4)[C:16](=[O:17])[N:7]([C@H:5]([CH3:6])[CH2:4][C:3]([OH:31])=[O:2])[C:8]3=[O:30])=[N:20][S:21][C:22]=2[CH:27]=[C:26]([CH3:28])[CH:25]=1. The catalyst class is: 20. (3) Reactant: [CH3:1][CH:2]([CH3:34])[CH2:3][CH2:4][N:5]([CH2:29][CH2:30][CH:31]([CH3:33])[CH3:32])[C:6]([C:8]1[CH:9]=[CH:10][C:11]([N+:26]([O-])=O)=[C:12]([NH:14][CH2:15][CH2:16][CH2:17][NH:18][C:19](=[O:25])[O:20][C:21]([CH3:24])([CH3:23])[CH3:22])[CH:13]=1)=[O:7]. Product: [NH2:26][C:11]1[CH:10]=[CH:9][C:8]([C:6]([N:5]([CH2:29][CH2:30][CH:31]([CH3:33])[CH3:32])[CH2:4][CH2:3][CH:2]([CH3:34])[CH3:1])=[O:7])=[CH:13][C:12]=1[NH:14][CH2:15][CH2:16][CH2:17][NH:18][C:19](=[O:25])[O:20][C:21]([CH3:24])([CH3:23])[CH3:22]. The catalyst class is: 604. (4) Reactant: ClCC(O)=[O:4].[CH:6]([C:9]1[N:14]=[C:13](S)[N:12]=[C:11]([OH:16])[CH:10]=1)([CH3:8])[CH3:7].Cl. Product: [CH:6]([C:9]1[N:14]=[C:13]([OH:4])[N:12]=[C:11]([OH:16])[CH:10]=1)([CH3:8])[CH3:7]. The catalyst class is: 6. (5) The catalyst class is: 256. Reactant: C([O:8][C:9]1[CH:14]=[CH:13][C:12]([C:15]([C:20]2[CH:36]=[CH:35][C:23]([O:24][CH2:25][C:26]([O:31][C:32](=[O:34])[CH3:33])([CH2:29][CH3:30])[CH2:27][CH3:28])=[C:22]([CH3:37])[CH:21]=2)([CH2:18][CH3:19])[CH2:16][CH3:17])=[CH:11][C:10]=1[CH3:38])C1C=CC=CC=1. Product: [CH2:27]([C:26]([O:31][C:32](=[O:34])[CH3:33])([CH2:25][O:24][C:23]1[CH:35]=[CH:36][C:20]([C:15]([CH2:18][CH3:19])([C:12]2[CH:13]=[CH:14][C:9]([OH:8])=[C:10]([CH3:38])[CH:11]=2)[CH2:16][CH3:17])=[CH:21][C:22]=1[CH3:37])[CH2:29][CH3:30])[CH3:28]. (6) Reactant: [N:1]([CH:4]([C:9]1[CH:14]=[C:13]([F:15])[CH:12]=[C:11]([F:16])[CH:10]=1)[C:5]([O:7]C)=[O:6])=[N+:2]=[N-:3].[OH-].[Li+]. Product: [N:1]([CH:4]([C:9]1[CH:10]=[C:11]([F:16])[CH:12]=[C:13]([F:15])[CH:14]=1)[C:5]([OH:7])=[O:6])=[N+:2]=[N-:3]. The catalyst class is: 1.